This data is from Reaction yield outcomes from USPTO patents with 853,638 reactions. The task is: Predict the reaction yield, written as a fraction of the theoretical maximum amount of product (1.0 means a 100% yield; for example, 0.34 means a 34% yield). The product is [O:18]1[CH2:17][CH2:16][N:15]([CH:12]2[CH2:13][CH2:14][C:9]([C:23]3[C:24]([CH:34]=[O:35])=[N:25][N:26]([CH:28]4[CH2:33][CH2:32][CH2:31][CH2:30][O:29]4)[CH:27]=3)=[CH:10][CH2:11]2)[CH2:20][CH2:19]1. The reactants are CC1(C)C(C)(C)OB([C:9]2[CH2:14][CH2:13][CH:12]([N:15]3[CH2:20][CH2:19][O:18][CH2:17][CH2:16]3)[CH2:11][CH:10]=2)O1.I[C:23]1[C:24]([CH:34]=[O:35])=[N:25][N:26]([CH:28]2[CH2:33][CH2:32][CH2:31][CH2:30][O:29]2)[CH:27]=1.[O-]P([O-])([O-])=O.[K+].[K+].[K+]. The catalyst is COCCOC.C1C=CC(P(C2C=CC=CC=2)[C-]2C=CC=C2)=CC=1.C1C=CC(P(C2C=CC=CC=2)[C-]2C=CC=C2)=CC=1.Cl[Pd]Cl.[Fe+2]. The yield is 0.810.